Dataset: Retrosynthesis with 50K atom-mapped reactions and 10 reaction types from USPTO. Task: Predict the reactants needed to synthesize the given product. Given the product ON=C(Nc1ccc(F)c(Cl)c1)c1cocn1, predict the reactants needed to synthesize it. The reactants are: NO.O=C(Nc1ccc(F)c(Cl)c1)c1cocn1.